Dataset: NCI-60 drug combinations with 297,098 pairs across 59 cell lines. Task: Regression. Given two drug SMILES strings and cell line genomic features, predict the synergy score measuring deviation from expected non-interaction effect. Drug 1: CC1OCC2C(O1)C(C(C(O2)OC3C4COC(=O)C4C(C5=CC6=C(C=C35)OCO6)C7=CC(=C(C(=C7)OC)O)OC)O)O. Drug 2: COC1=C2C(=CC3=C1OC=C3)C=CC(=O)O2. Cell line: CAKI-1. Synergy scores: CSS=45.3, Synergy_ZIP=2.11, Synergy_Bliss=2.50, Synergy_Loewe=-15.7, Synergy_HSA=1.03.